This data is from Full USPTO retrosynthesis dataset with 1.9M reactions from patents (1976-2016). The task is: Predict the reactants needed to synthesize the given product. (1) Given the product [CH3:32][C:33]1[CH:47]=[C:46]([CH3:48])[CH:45]=[C:44]([CH3:49])[C:34]=1[O:35][C:36]1[CH:43]=[CH:42][C:39]([CH2:40][NH:41][C:4](=[O:6])[C:3]2[CH:7]=[CH:8][CH:9]=[N:10][C:2]=2[NH2:1])=[CH:38][CH:37]=1, predict the reactants needed to synthesize it. The reactants are: [NH2:1][C:2]1[N:10]=[CH:9][CH:8]=[CH:7][C:3]=1[C:4]([OH:6])=O.ON1C2C=CC=CC=2N=N1.CCN=C=NCCCN(C)C.[CH3:32][C:33]1[CH:47]=[C:46]([CH3:48])[CH:45]=[C:44]([CH3:49])[C:34]=1[O:35][C:36]1[CH:43]=[CH:42][C:39]([CH2:40][NH2:41])=[CH:38][CH:37]=1.C(=O)(O)[O-].[Na+]. (2) Given the product [NH2:26][C:6]1[C:7]([NH:9][CH2:10][CH2:11][N:12]2[CH2:13][CH2:14][CH:15]([NH:18][C:19](=[O:25])[O:20][C:21]([CH3:23])([CH3:22])[CH3:24])[CH2:16][CH2:17]2)=[N:8][C:3]([O:2][CH3:1])=[CH:4][CH:5]=1, predict the reactants needed to synthesize it. The reactants are: [CH3:1][O:2][C:3]1[N:8]=[C:7]([NH:9][CH2:10][CH2:11][N:12]2[CH2:17][CH2:16][CH:15]([NH:18][C:19](=[O:25])[O:20][C:21]([CH3:24])([CH3:23])[CH3:22])[CH2:14][CH2:13]2)[C:6]([N+:26]([O-])=O)=[CH:5][CH:4]=1. (3) Given the product [C:1]([O:5][C:6]([NH:8][C@H:9]([C:11]([NH:30][CH2:26][CH:27]([CH3:29])[CH3:28])=[O:13])[CH3:10])=[O:7])([CH3:2])([CH3:3])[CH3:4], predict the reactants needed to synthesize it. The reactants are: [C:1]([O:5][C:6]([NH:8][C@H:9]([C:11]([OH:13])=O)[CH3:10])=[O:7])([CH3:4])([CH3:3])[CH3:2].C(N1C=CN=C1)(N1C=CN=C1)=O.[CH2:26]([NH2:30])[CH:27]([CH3:29])[CH3:28]. (4) Given the product [CH3:20][C:2]1([CH3:1])[C:10]2[C:5](=[CH:6][CH:7]=[C:8]([C:23]3[CH:24]=[CH:25][S:21][CH:22]=3)[CH:9]=2)[C:4](=[O:19])[O:3]1, predict the reactants needed to synthesize it. The reactants are: [CH3:1][C:2]1([CH3:20])[C:10]2[C:5](=[CH:6][CH:7]=[C:8](OS(C(F)(F)F)(=O)=O)[CH:9]=2)[C:4](=[O:19])[O:3]1.[S:21]1[CH:25]=[CH:24][C:23](B(O)O)=[CH:22]1.[F-].[K+]. (5) Given the product [Br:1][C:2]1[CH:3]=[C:4]([C:8]2[NH:41][C:38]3[C:39]([C:9]=2[CH2:10][CH2:11][CH2:12][N:13]2[CH2:18][CH2:17][CH:16]([C:19]4[CH:20]=[C:21]([NH:25][C:26](=[O:30])[CH:27]([CH3:28])[CH3:29])[CH:22]=[CH:23][CH:24]=4)[CH2:15][CH2:14]2)=[CH:40][C:35]([O:34][CH3:33])=[CH:36][CH:37]=3)[CH:5]=[CH:6][CH:7]=1, predict the reactants needed to synthesize it. The reactants are: [Br:1][C:2]1[CH:3]=[C:4]([C:8](=O)[CH2:9][CH2:10][CH2:11][CH2:12][N:13]2[CH2:18][CH2:17][CH:16]([C:19]3[CH:20]=[C:21]([NH:25][C:26](=[O:30])[CH:27]([CH3:29])[CH3:28])[CH:22]=[CH:23][CH:24]=3)[CH2:15][CH2:14]2)[CH:5]=[CH:6][CH:7]=1.Cl.[CH3:33][O:34][C:35]1[CH:40]=[CH:39][C:38]([NH:41]N)=[CH:37][CH:36]=1. (6) Given the product [CH3:54][NH:55][C:24](=[O:25])[C:23]1[CH:22]=[CH:21][C:20]([O:19][C@H:16]2[CH2:17][CH2:18][C@@H:13]([NH:12][C:11]([NH:10][C:7]3[CH:8]=[CH:9][C:4]([O:3][C:2]([F:1])([F:30])[F:31])=[CH:5][CH:6]=3)=[O:29])[CH2:14][CH2:15]2)=[CH:28][CH:27]=1, predict the reactants needed to synthesize it. The reactants are: [F:1][C:2]([F:31])([F:30])[O:3][C:4]1[CH:9]=[CH:8][C:7]([NH:10][C:11](=[O:29])[NH:12][C@@H:13]2[CH2:18][CH2:17][C@H:16]([O:19][C:20]3[CH:28]=[CH:27][C:23]([C:24](O)=[O:25])=[CH:22][CH:21]=3)[CH2:15][CH2:14]2)=[CH:6][CH:5]=1.CCN=C=NCCCN(C)C.Cl.C1C=CC2N(O)N=NC=2C=1.[CH3:54][NH2:55]. (7) Given the product [CH2:1]([O:27][C:10](=[O:26])/[CH:11]=[CH:12]/[CH:13]=[CH:14]/[CH:15]=[CH:16]/[CH3:17])[CH3:2], predict the reactants needed to synthesize it. The reactants are: [CH:1](/O)=[CH:2]\C=C\C=C\CC.[C:10]([O-:27])(=[O:26])[CH2:11][CH2:12][CH2:13][CH2:14][CH2:15][CH2:16][CH2:17]CCCCCCCC. (8) Given the product [CH:1]([O:4][C:5]1[CH:13]=[CH:12][C:11]([S:14]([CH3:17])(=[O:16])=[O:15])=[CH:10][C:6]=1[C:7]([N:31]1[CH2:32][CH2:33][N:28]([C:26]2[S:27][C:23]([C:21](=[O:22])[C:20]([CH3:34])([CH3:19])[CH3:35])=[CH:24][N:25]=2)[CH2:29][CH2:30]1)=[O:9])([CH3:2])[CH3:3], predict the reactants needed to synthesize it. The reactants are: [CH:1]([O:4][C:5]1[CH:13]=[CH:12][C:11]([S:14]([CH3:17])(=[O:16])=[O:15])=[CH:10][C:6]=1[C:7]([OH:9])=O)([CH3:3])[CH3:2].Cl.[CH3:19][C:20]([CH3:35])([CH3:34])[C:21]([C:23]1[S:27][C:26]([N:28]2[CH2:33][CH2:32][NH:31][CH2:30][CH2:29]2)=[N:25][CH:24]=1)=[O:22].